Regression. Given a peptide amino acid sequence and an MHC pseudo amino acid sequence, predict their binding affinity value. This is MHC class II binding data. From a dataset of Peptide-MHC class II binding affinity with 134,281 pairs from IEDB. (1) The peptide sequence is YLISIFLHLVKIPTH. The MHC is DRB1_0101 with pseudo-sequence DRB1_0101. The binding affinity (normalized) is 0.543. (2) The peptide sequence is SEIEEFRDRARVPLT. The MHC is HLA-DQA10201-DQB10202 with pseudo-sequence HLA-DQA10201-DQB10202. The binding affinity (normalized) is 0.299. (3) The peptide sequence is KFWELVDEERKLHQQ. The MHC is HLA-DQA10501-DQB10402 with pseudo-sequence HLA-DQA10501-DQB10402. The binding affinity (normalized) is 0. (4) The peptide sequence is VFCSELPDFACSG. The MHC is HLA-DPA10201-DPB10101 with pseudo-sequence HLA-DPA10201-DPB10101. The binding affinity (normalized) is 0.183. (5) The peptide sequence is EKKYFAATQFEPLAT. The binding affinity (normalized) is 0.776. The MHC is HLA-DPA10301-DPB10402 with pseudo-sequence HLA-DPA10301-DPB10402. (6) The peptide sequence is PSSQVSFQQPLQQYPLGQGS. The MHC is DRB1_1101 with pseudo-sequence DRB1_1101. The binding affinity (normalized) is 0. (7) The peptide sequence is ILNTWLVKPGAGIMI. The MHC is HLA-DPA10201-DPB11401 with pseudo-sequence HLA-DPA10201-DPB11401. The binding affinity (normalized) is 0.